Task: Regression. Given two drug SMILES strings and cell line genomic features, predict the synergy score measuring deviation from expected non-interaction effect.. Dataset: NCI-60 drug combinations with 297,098 pairs across 59 cell lines (1) Drug 1: CC1C(C(CC(O1)OC2CC(CC3=C2C(=C4C(=C3O)C(=O)C5=C(C4=O)C(=CC=C5)OC)O)(C(=O)C)O)N)O.Cl. Drug 2: COCCOC1=C(C=C2C(=C1)C(=NC=N2)NC3=CC=CC(=C3)C#C)OCCOC.Cl. Cell line: HCT116. Synergy scores: CSS=44.5, Synergy_ZIP=2.13, Synergy_Bliss=2.76, Synergy_Loewe=-31.0, Synergy_HSA=3.36. (2) Drug 1: C1=CC(=C2C(=C1NCCNCCO)C(=O)C3=C(C=CC(=C3C2=O)O)O)NCCNCCO. Drug 2: CC1CCC2CC(C(=CC=CC=CC(CC(C(=O)C(C(C(=CC(C(=O)CC(OC(=O)C3CCCCN3C(=O)C(=O)C1(O2)O)C(C)CC4CCC(C(C4)OC)OCCO)C)C)O)OC)C)C)C)OC. Cell line: NCI-H226. Synergy scores: CSS=49.0, Synergy_ZIP=4.67, Synergy_Bliss=4.05, Synergy_Loewe=7.66, Synergy_HSA=9.67. (3) Drug 1: CC1=C2C(C(=O)C3(C(CC4C(C3C(C(C2(C)C)(CC1OC(=O)C(C(C5=CC=CC=C5)NC(=O)OC(C)(C)C)O)O)OC(=O)C6=CC=CC=C6)(CO4)OC(=O)C)O)C)O. Drug 2: CC1=C(C(=O)C2=C(C1=O)N3CC4C(C3(C2COC(=O)N)OC)N4)N. Cell line: SNB-19. Synergy scores: CSS=41.2, Synergy_ZIP=6.53, Synergy_Bliss=7.85, Synergy_Loewe=5.95, Synergy_HSA=8.19. (4) Drug 1: C1=CC(=CC=C1CCCC(=O)O)N(CCCl)CCCl. Drug 2: C1=NC2=C(N=C(N=C2N1C3C(C(C(O3)CO)O)F)Cl)N. Cell line: K-562. Synergy scores: CSS=27.3, Synergy_ZIP=-9.13, Synergy_Bliss=-11.4, Synergy_Loewe=-12.1, Synergy_HSA=-7.93. (5) Drug 1: C1=NC2=C(N1)C(=S)N=C(N2)N. Drug 2: CC1CCC2CC(C(=CC=CC=CC(CC(C(=O)C(C(C(=CC(C(=O)CC(OC(=O)C3CCCCN3C(=O)C(=O)C1(O2)O)C(C)CC4CCC(C(C4)OC)OCCO)C)C)O)OC)C)C)C)OC. Cell line: BT-549. Synergy scores: CSS=34.7, Synergy_ZIP=-5.01, Synergy_Bliss=-1.94, Synergy_Loewe=1.06, Synergy_HSA=2.94.